The task is: Regression. Given a peptide amino acid sequence and an MHC pseudo amino acid sequence, predict their binding affinity value. This is MHC class I binding data.. This data is from Peptide-MHC class I binding affinity with 185,985 pairs from IEDB/IMGT. (1) The peptide sequence is TPVEHGLVL. The MHC is HLA-B38:01 with pseudo-sequence HLA-B38:01. The binding affinity (normalized) is 0.0847. (2) The peptide sequence is HSYLWDHQM. The MHC is HLA-A02:16 with pseudo-sequence HLA-A02:16. The binding affinity (normalized) is 0.0847. (3) The peptide sequence is FHEAVQAV. The MHC is Mamu-A07 with pseudo-sequence Mamu-A07. The binding affinity (normalized) is 0.0176. (4) The MHC is H-2-Db with pseudo-sequence H-2-Db. The binding affinity (normalized) is 0. The peptide sequence is SDSSLVDEF. (5) The peptide sequence is IEDPPFNSL. The MHC is HLA-A24:02 with pseudo-sequence HLA-A24:02. The binding affinity (normalized) is 0.0127. (6) The peptide sequence is TLIGDCATV. The MHC is HLA-A02:06 with pseudo-sequence HLA-A02:06. The binding affinity (normalized) is 0.839. (7) The peptide sequence is FQPESPARL. The MHC is HLA-A02:06 with pseudo-sequence HLA-A02:06. The binding affinity (normalized) is 0.666.